This data is from Peptide-MHC class II binding affinity with 134,281 pairs from IEDB. The task is: Regression. Given a peptide amino acid sequence and an MHC pseudo amino acid sequence, predict their binding affinity value. This is MHC class II binding data. (1) The peptide sequence is DPEDSALLEDPA. The MHC is DRB1_0405 with pseudo-sequence DRB1_0405. The binding affinity (normalized) is 0. (2) The peptide sequence is GELQIVDKIDAAFKD. The MHC is DRB1_1101 with pseudo-sequence DRB1_1101. The binding affinity (normalized) is 0.596.